Binary Classification. Given a miRNA mature sequence and a target amino acid sequence, predict their likelihood of interaction. From a dataset of Experimentally validated miRNA-target interactions with 360,000+ pairs, plus equal number of negative samples. The miRNA is dme-miR-9a-5p with sequence UCUUUGGUUAUCUAGCUGUAUGA. The protein sequence of the target gene is MESKAWESNNEDLLSSSGVTSNGGSSSSFFVSSIRGTIIENTSSAGTLTQVPFFPKYEVELDSPRKIIPSPGKEHFERVLEEYSHQVKDLQRRLNESNELHEKQKFYLRQSVIDLQTKLQEMQMERDAMADIRRRESQSQEDLRNQLQNTVHELEAAKCLKEDMLKDSNTQIEQLRKMMLSHEGVLQEIRSILVDFEEASGKKICEHDSMSTLHFRSLGSAISKILRELDTEISYLKGRIFPVEDQLEALKSESQNKIELLLQQHQDRIEQLISEHEVEITGLTEKASSARSQANSIQSQ.... Result: 0 (no interaction).